This data is from Full USPTO retrosynthesis dataset with 1.9M reactions from patents (1976-2016). The task is: Predict the reactants needed to synthesize the given product. (1) Given the product [F:1][C:2]1[CH:7]=[CH:6][C:5]([NH:8][C:9]([N:11]2[C:19]3[C:14](=[CH:15][C:16]([O:20][C:21]4[N:26]=[CH:25][N:24]=[C:23]([CH2:27][N:28]5[CH2:33][CH2:32][CH:31]([C:34]([OH:36])=[O:35])[CH2:30][CH2:29]5)[CH:22]=4)=[CH:17][CH:18]=3)[CH:13]=[CH:12]2)=[O:10])=[CH:4][C:3]=1[C:38]([F:41])([F:39])[F:40], predict the reactants needed to synthesize it. The reactants are: [F:1][C:2]1[CH:7]=[CH:6][C:5]([NH:8][C:9]([N:11]2[C:19]3[C:14](=[CH:15][C:16]([O:20][C:21]4[N:26]=[CH:25][N:24]=[C:23]([CH2:27][N:28]5[CH2:33][CH2:32][CH:31]([C:34]([O:36]C)=[O:35])[CH2:30][CH2:29]5)[CH:22]=4)=[CH:17][CH:18]=3)[CH:13]=[CH:12]2)=[O:10])=[CH:4][C:3]=1[C:38]([F:41])([F:40])[F:39]. (2) Given the product [Br:1][C:2]1[CH:7]=[CH:6][C:5]([CH2:8][C:12]([CH:14]([C:20]([O:22][CH2:23][CH3:24])=[O:21])[C:15]([O:17][CH2:18][CH3:19])=[O:16])([CH3:11])[CH3:13])=[CH:4][CH:3]=1, predict the reactants needed to synthesize it. The reactants are: [Br:1][C:2]1[CH:7]=[CH:6][C:5]([CH2:8]Br)=[CH:4][CH:3]=1.[Mg].[CH3:11][C:12](=[C:14]([C:20]([O:22][CH2:23][CH3:24])=[O:21])[C:15]([O:17][CH2:18][CH3:19])=[O:16])[CH3:13]. (3) Given the product [NH:38]1[C:46]2=[N:45][CH:44]=[CH:43][CH:42]=[C:41]2[C:40]([CH:47]=[C:11]2[O:10][C:9]([NH:8][C:5]3[CH:4]=[CH:3][C:2]([F:1])=[CH:7][CH:6]=3)=[C:13]([C:14]([O:16][CH3:17])=[O:15])[C:12]2=[O:18])=[CH:39]1, predict the reactants needed to synthesize it. The reactants are: [F:1][C:2]1[CH:7]=[CH:6][C:5]([NH:8][C:9]2[O:10][CH2:11][C:12](=[O:18])[C:13]=2[C:14]([O:16][CH3:17])=[O:15])=[CH:4][CH:3]=1.ClCC(=O)CC(OC)=O.FC1C=CC(N=C=O)=CC=1.[NH:38]1[C:46]2[C:41](=[CH:42][CH:43]=[CH:44][N:45]=2)[C:40]([CH:47]=O)=[CH:39]1.N1CCC[C@H]1C(O)=O. (4) Given the product [Br:1][C:2]1[N:7]=[C:6]([C:8]([O:10][CH3:12])=[O:9])[C:5]([Cl:11])=[CH:4][CH:3]=1, predict the reactants needed to synthesize it. The reactants are: [Br:1][C:2]1[N:7]=[C:6]([C:8]([OH:10])=[O:9])[C:5]([Cl:11])=[CH:4][CH:3]=1.[CH3:12]O. (5) Given the product [CH3:31][O:32][CH2:33][CH2:34][NH:35][C:2]1[N:6]=[C:5]([CH:7]2[CH2:12][CH:11]([C:13]3[CH:18]=[CH:17][C:16]([C:19]([F:22])([F:21])[F:20])=[CH:15][CH:14]=3)[CH2:10][N:9]([C:23]([N:25]3[CH2:30][CH2:29][O:28][CH2:27][CH2:26]3)=[O:24])[CH2:8]2)[O:4][N:3]=1, predict the reactants needed to synthesize it. The reactants are: Cl[C:2]1[N:6]=[C:5]([CH:7]2[CH2:12][CH:11]([C:13]3[CH:18]=[CH:17][C:16]([C:19]([F:22])([F:21])[F:20])=[CH:15][CH:14]=3)[CH2:10][N:9]([C:23]([N:25]3[CH2:30][CH2:29][O:28][CH2:27][CH2:26]3)=[O:24])[CH2:8]2)[O:4][N:3]=1.[CH3:31][O:32][CH2:33][CH2:34][NH2:35]. (6) Given the product [CH3:17][C:16]([CH3:19])([CH3:18])[CH2:20][C:21]([N:9]1[CH2:8][CH2:7][C:6]2([C:4](=[O:5])[N:31]([C:30]3[CH:32]=[CH:33][C:27]([CH2:26][C:25]([F:24])([F:34])[F:35])=[CH:28][CH:29]=3)[CH2:13][CH2:12]2)[CH2:11][CH2:10]1)=[O:22], predict the reactants needed to synthesize it. The reactants are: C(O[C:4]([C:6]1([CH2:12][CH2:13]OC)[CH2:11][CH2:10][NH:9][CH2:8][CH2:7]1)=[O:5])C.[C:16]([CH2:20][C:21](Cl)=[O:22])([CH3:19])([CH3:18])[CH3:17].[F:24][C:25]([F:35])([F:34])[CH2:26][C:27]1[CH:33]=[CH:32][C:30]([NH2:31])=[CH:29][CH:28]=1. (7) Given the product [F:16][C:4]1[CH:3]=[C:2]([C:20]2[CH:21]=[CH:22][N:17]=[CH:18][CH:19]=2)[C:10]2[N:9]3[CH2:11][CH2:12][NH:13][C:14](=[O:15])[C:8]3=[CH:7][C:6]=2[CH:5]=1, predict the reactants needed to synthesize it. The reactants are: Br[C:2]1[C:10]2[N:9]3[CH2:11][CH2:12][NH:13][C:14](=[O:15])[C:8]3=[CH:7][C:6]=2[CH:5]=[C:4]([F:16])[CH:3]=1.[N:17]1[CH:22]=[CH:21][C:20](B(O)O)=[CH:19][CH:18]=1. (8) Given the product [CH3:19][N:3]1[C:2]([CH3:1])=[C:10]2[C:5]([CH:6]=[C:7]([N+:11]([O-:13])=[O:12])[CH:8]=[CH:9]2)=[N:4]1, predict the reactants needed to synthesize it. The reactants are: [CH3:1][C:2]1[NH:3][N:4]=[C:5]2[C:10]=1[CH:9]=[CH:8][C:7]([N+:11]([O-:13])=[O:12])=[CH:6]2.S(=O)(=O)(O)O.[CH3:19]OS(OC)(=O)=O.C(=O)(O)[O-].[Na+]. (9) The reactants are: [F:1][C:2]1[CH:7]=[CH:6][C:5]([C:8]2[CH:16]=[CH:15][CH:14]=[C:13]3[C:9]=2[CH2:10][C:11](=[O:17])[NH:12]3)=[CH:4][CH:3]=1.[CH3:18][N:19]([CH3:35])[C@@H:20]1[CH2:24][CH2:23][N:22]([C:25]([C:27]2[CH:31]=[C:30]([CH3:32])[NH:29][C:28]=2[CH:33]=O)=[O:26])[CH2:21]1. Given the product [CH3:18][N:19]([CH3:35])[C@@H:20]1[CH2:24][CH2:23][N:22]([C:25]([C:27]2[CH:31]=[C:30]([CH3:32])[NH:29][C:28]=2[CH:33]=[C:10]2[C:9]3[C:13](=[CH:14][CH:15]=[CH:16][C:8]=3[C:5]3[CH:4]=[CH:3][C:2]([F:1])=[CH:7][CH:6]=3)[NH:12][C:11]2=[O:17])=[O:26])[CH2:21]1, predict the reactants needed to synthesize it. (10) Given the product [CH3:22][C:21]1[C:16]([N:13]2[CH2:14][CH2:15][N:10]([C:8]([C:5]3[N:4]=[CH:3][C:2]([N:27]4[CH2:28][CH2:29][N:25]([CH3:24])[C:26]4=[O:30])=[CH:7][N:6]=3)=[O:9])[CH2:11][CH2:12]2)=[N:17][CH:18]=[C:19]([CH3:23])[CH:20]=1, predict the reactants needed to synthesize it. The reactants are: Br[C:2]1[CH:3]=[N:4][C:5]([C:8]([N:10]2[CH2:15][CH2:14][N:13]([C:16]3[C:21]([CH3:22])=[CH:20][C:19]([CH3:23])=[CH:18][N:17]=3)[CH2:12][CH2:11]2)=[O:9])=[N:6][CH:7]=1.[CH3:24][N:25]1[CH2:29][CH2:28][NH:27][C:26]1=[O:30].